From a dataset of Forward reaction prediction with 1.9M reactions from USPTO patents (1976-2016). Predict the product of the given reaction. (1) Given the reactants C(O[C:5](=[O:7])[CH3:6])(=O)C.[CH3:8][C:9]1[N:13]([CH:14]([CH3:16])[CH3:15])[C:12]([C:17]2[CH:22]=[CH:21][N:20]=[C:19]([NH:23][CH:24]3[CH2:28][CH2:27][NH:26][CH2:25]3)[N:18]=2)=[CH:11][N:10]=1.O, predict the reaction product. The product is: [CH3:8][C:9]1[N:13]([CH:14]([CH3:16])[CH3:15])[C:12]([C:17]2[CH:22]=[CH:21][N:20]=[C:19]([NH:23][CH:24]3[CH2:28][CH2:27][N:26]([C:5](=[O:7])[CH3:6])[CH2:25]3)[N:18]=2)=[CH:11][N:10]=1. (2) Given the reactants CN(C)[CH:3]=[O:4].P(Cl)(Cl)(Cl)=O.[Cl:11][C:12]1[C:13]2[N:14]([CH:18]=[C:19]([C:21]3[CH:26]=[CH:25][CH:24]=[C:23]([O:27][CH3:28])[CH:22]=3)[N:20]=2)[CH:15]=[CH:16][CH:17]=1, predict the reaction product. The product is: [Cl:11][C:12]1[C:13]2[N:14]([C:18]([CH:3]=[O:4])=[C:19]([C:21]3[CH:26]=[CH:25][CH:24]=[C:23]([O:27][CH3:28])[CH:22]=3)[N:20]=2)[CH:15]=[CH:16][CH:17]=1. (3) Given the reactants [F:1][C:2]1[CH:9]=[CH:8][CH:7]=[CH:6][C:3]=1[CH:4]=O.I[C:11]1C=CC=CC=1C=O, predict the reaction product. The product is: [F:1][C:2]1[CH:9]=[CH:8][CH:7]=[CH:6][C:3]=1[CH:4]=[CH2:11]. (4) Given the reactants [NH2:1][C:2]1[CH:7]=[CH:6][N:5]=[CH:4][CH:3]=1.C(N(CC)CC)C.ClC(Cl)(O[C:19](=[O:25])OC(Cl)(Cl)Cl)Cl.[CH3:27][CH:28]1[C:37]2[C:32](=[N:33][C:34]([C:38]3[CH:43]=[CH:42][CH:41]=[C:40]([C:44]([F:47])([F:46])[F:45])[CH:39]=3)=[CH:35][CH:36]=2)[NH:31][CH2:30][CH2:29]1, predict the reaction product. The product is: [CH3:27][CH:28]1[C:37]2[C:32](=[N:33][C:34]([C:38]3[CH:43]=[CH:42][CH:41]=[C:40]([C:44]([F:47])([F:45])[F:46])[CH:39]=3)=[CH:35][CH:36]=2)[N:31]([C:19]([NH:1][C:2]2[CH:7]=[CH:6][N:5]=[CH:4][CH:3]=2)=[O:25])[CH2:30][CH2:29]1. (5) The product is: [NH2:32][C:30]1[N:29]=[CH:28][N:27]=[C:26]2[N:25]([C@H:33]3[CH2:38][CH2:37][C@H:36]([N:39]4[CH2:44][CH2:43][N:42]([CH3:45])[CH2:41][CH2:40]4)[CH2:35][CH2:34]3)[N:24]=[C:23]([C:18]3[C:17]([F:46])=[CH:16][C:15]([NH:14][C:3](=[O:4])[C:2]([CH3:13])([CH3:1])[CH2:6][C:7]4[CH:12]=[CH:11][CH:10]=[CH:9][CH:8]=4)=[C:20]([O:21][CH3:22])[CH:19]=3)[C:31]=12. Given the reactants [CH3:1][C:2]([CH3:13])([CH2:6][C:7]1[CH:12]=[CH:11][CH:10]=[CH:9][CH:8]=1)[C:3](Cl)=[O:4].[NH2:14][C:15]1[C:20]([O:21][CH3:22])=[CH:19][C:18]([C:23]2[C:31]3[C:26](=[N:27][CH:28]=[N:29][C:30]=3[NH2:32])[N:25]([C@H:33]3[CH2:38][CH2:37][C@H:36]([N:39]4[CH2:44][CH2:43][N:42]([CH3:45])[CH2:41][CH2:40]4)[CH2:35][CH2:34]3)[N:24]=2)=[C:17]([F:46])[CH:16]=1, predict the reaction product. (6) The product is: [C:1]([C:4]1[N:5]=[C:6]([CH2:21][C:22]2[O:26][C:25]([C:27]([OH:29])=[O:28])=[CH:24][CH:23]=2)[NH:7][C:8]=1[NH:9][C:10](=[O:20])[C:11]1[CH:12]=[CH:13][C:14]([CH2:17][CH2:18][CH3:19])=[CH:15][CH:16]=1)(=[O:3])[NH2:2]. Given the reactants [C:1]([C:4]1[N:5]=[C:6]([CH2:21][C:22]2[O:26][C:25]([C:27]([O:29]CC)=[O:28])=[CH:24][CH:23]=2)[NH:7][C:8]=1[NH:9][C:10](=[O:20])[C:11]1[CH:16]=[CH:15][C:14]([CH2:17][CH2:18][CH3:19])=[CH:13][CH:12]=1)(=[O:3])[NH2:2].C(O)C.C1COCC1.[OH-].[Na+], predict the reaction product. (7) Given the reactants [F:1][C:2]1[CH:8]=[CH:7][CH:6]=[C:5]([F:9])[C:3]=1[NH2:4].[C:10](Cl)(Cl)=[S:11].C(N(C(C)C)CC)(C)C, predict the reaction product. The product is: [F:1][C:2]1[CH:8]=[CH:7][CH:6]=[C:5]([F:9])[C:3]=1[N:4]=[C:10]=[S:11]. (8) Given the reactants [Cl-].[Cl-].[Cl-].[Al+3].[C:5](OC(=O)C)(=[O:7])[CH3:6].[CH2:12]1[C:20]2[C:15](=[CH:16][CH:17]=[CH:18][CH:19]=2)[CH2:14][CH:13]1[NH:21][C:22](=[O:30])[C:23]1[CH:28]=[CH:27][C:26]([F:29])=[CH:25][CH:24]=1, predict the reaction product. The product is: [C:5]([C:18]1[CH:19]=[C:20]2[C:15](=[CH:16][CH:17]=1)[CH2:14][CH:13]([NH:21][C:22](=[O:30])[C:23]1[CH:24]=[CH:25][C:26]([F:29])=[CH:27][CH:28]=1)[CH2:12]2)(=[O:7])[CH3:6]. (9) Given the reactants [C:1]([OH:6])(=[O:5])[CH2:2][CH2:3][CH3:4].[C:7]([O:23][CH2:24][CH3:25])(=[O:22])[CH2:8][C:9]([CH2:16][C:17]([O:19][CH2:20][CH3:21])=[O:18])([C:11]([O:13][CH2:14][CH3:15])=[O:12])[OH:10].[Cl-], predict the reaction product. The product is: [C:1]([OH:6])(=[O:5])[CH2:2][CH2:3][CH2:4][CH2:7][CH2:8][CH2:9][CH2:16][CH2:17][CH2:17][CH2:16][CH2:9][CH2:8][CH3:7].[C:17]([O:19][CH2:20][CH3:21])(=[O:18])[CH2:16][C:9]([CH2:8][C:7]([O:23][CH2:24][CH3:25])=[O:22])([C:11]([O:13][CH2:14][CH3:15])=[O:12])[OH:10].